Dataset: Full USPTO retrosynthesis dataset with 1.9M reactions from patents (1976-2016). Task: Predict the reactants needed to synthesize the given product. (1) Given the product [N:21]12[CH2:26][CH2:25][CH:24]([CH2:23][CH2:22]1)[C@@H:19]([NH:18][C:11]([C:9]1[O:10][C:6]3[CH:5]=[C:4]([N+:1]([O-:3])=[O:2])[CH:15]=[CH:14][C:7]=3[CH:8]=1)=[O:13])[CH2:20]2, predict the reactants needed to synthesize it. The reactants are: [N+:1]([C:4]1[CH:15]=[CH:14][C:7]2[CH:8]=[C:9]([C:11]([OH:13])=O)[O:10][C:6]=2[CH:5]=1)([O-:3])=[O:2].Cl.Cl.[NH2:18][C@@H:19]1[CH:24]2[CH2:25][CH2:26][N:21]([CH2:22][CH2:23]2)[CH2:20]1.CN(C(ON1N=NC2C=CC=NC1=2)=[N+](C)C)C.F[P-](F)(F)(F)(F)F.C(N(CC)C(C)C)(C)C. (2) The reactants are: [O:1]1[CH:5]=[CH:4][CH:3]=[C:2]1[C:6]1[N:7]=[C:8]([NH:17][C:18]([CH:20]2[CH2:25][CH2:24][NH:23][CH2:22][CH2:21]2)=[O:19])[S:9][C:10]=1[N:11]1[CH2:16][CH2:15][O:14][CH2:13][CH2:12]1.[C:26](OC(=O)C)(=[O:28])[CH3:27]. Given the product [C:26]([N:23]1[CH2:24][CH2:25][CH:20]([C:18]([NH:17][C:8]2[S:9][C:10]([N:11]3[CH2:16][CH2:15][O:14][CH2:13][CH2:12]3)=[C:6]([C:2]3[O:1][CH:5]=[CH:4][CH:3]=3)[N:7]=2)=[O:19])[CH2:21][CH2:22]1)(=[O:28])[CH3:27], predict the reactants needed to synthesize it. (3) Given the product [N:18]1[CH:19]=[CH:20][CH:21]=[C:16]([CH2:15][O:14][CH2:13][C:10]2[CH:11]=[CH:12][C:7]([C:6]([NH:5][C@H:4]([C:3]([OH:33])=[O:2])[CH2:29][CH2:30][S:31][CH3:32])=[O:28])=[C:8]([C:22]3[CH:23]=[CH:24][CH:25]=[CH:26][CH:27]=3)[CH:9]=2)[CH:17]=1, predict the reactants needed to synthesize it. The reactants are: C[O:2][C:3](=[O:33])[C@H:4]([CH2:29][CH2:30][S:31][CH3:32])[NH:5][C:6](=[O:28])[C:7]1[CH:12]=[CH:11][C:10]([CH2:13][O:14][CH2:15][C:16]2[CH:17]=[N:18][CH:19]=[CH:20][CH:21]=2)=[CH:9][C:8]=1[C:22]1[CH:27]=[CH:26][CH:25]=[CH:24][CH:23]=1.N.Cl. (4) Given the product [CH2:18]([O:25][C:26]1[CH:34]=[CH:33][C:29]([C:30]([NH:15][C:13]2[CH:12]=[CH:11][C:10]([O:16][CH3:17])=[C:9]([O:8][CH2:1][C:2]3[CH:3]=[CH:4][CH:5]=[CH:6][CH:7]=3)[CH:14]=2)=[O:31])=[CH:28][C:27]=1[O:35][CH3:36])[C:19]1[CH:20]=[CH:21][CH:22]=[CH:23][CH:24]=1, predict the reactants needed to synthesize it. The reactants are: [CH2:1]([O:8][C:9]1[CH:14]=[C:13]([NH2:15])[CH:12]=[CH:11][C:10]=1[O:16][CH3:17])[C:2]1[CH:7]=[CH:6][CH:5]=[CH:4][CH:3]=1.[CH2:18]([O:25][C:26]1[CH:34]=[CH:33][C:29]([C:30](O)=[O:31])=[CH:28][C:27]=1[O:35][CH3:36])[C:19]1[CH:24]=[CH:23][CH:22]=[CH:21][CH:20]=1.ON1C2C=CC=CC=2N=N1.